The task is: Predict the product of the given reaction.. This data is from Forward reaction prediction with 1.9M reactions from USPTO patents (1976-2016). (1) Given the reactants [CH3:1][O:2][C:3]1[CH:11]=[CH:10][CH:9]=[C:5]([C:6]([OH:8])=[O:7])[C:4]=1[OH:12].C1N2CN3CN(C2)CN1C3.FC(F)(F)[C:25](O)=[O:26], predict the reaction product. The product is: [CH3:1][O:2][C:3]1[CH:11]=[C:10]([CH:9]=[C:5]([C:6]([OH:8])=[O:7])[C:4]=1[OH:12])[CH:25]=[O:26]. (2) Given the reactants [Cl:1][C:2]1[CH:3]=[C:4]([CH:7]=[C:8](Cl)[CH:9]=1)[C:5]#[N:6].ClCl.C[O-].[Na+].C[O:17]C, predict the reaction product. The product is: [Cl:1][C:2]1[CH:3]=[C:4]([CH:7]=[C:8]([OH:17])[CH:9]=1)[C:5]#[N:6]. (3) The product is: [CH3:11][O:12][C:13]1[CH:14]=[CH:15][C:16]([CH2:17][O:18][C:19]2[CH:20]=[CH:21][CH:22]=[C:23]3[C:28]=2[N:27]=[CH:26][CH:25]=[C:24]3[N:29]2[CH2:34][CH2:33][N:32]([CH2:35][CH:36]=[O:37])[CH2:31][CH2:30]2)=[CH:38][CH:39]=1. Given the reactants C(Cl)(=O)C(Cl)=O.CS(C)=O.[CH3:11][O:12][C:13]1[CH:39]=[CH:38][C:16]([CH2:17][O:18][C:19]2[CH:20]=[CH:21][CH:22]=[C:23]3[C:28]=2[N:27]=[CH:26][CH:25]=[C:24]3[N:29]2[CH2:34][CH2:33][N:32]([CH2:35][CH2:36][OH:37])[CH2:31][CH2:30]2)=[CH:15][CH:14]=1.CCN(CC)CC, predict the reaction product. (4) Given the reactants [CH3:1][C:2]1[O:6][N:5]=[C:4]([C:7]2[CH:12]=[CH:11][CH:10]=[CH:9][CH:8]=2)[C:3]=1[C:13]1[CH:27]=[CH:26][C:16]([C:17]([NH:19][CH:20]([CH2:24][CH3:25])[C:21]([O-])=O)=[O:18])=[CH:15][CH:14]=1.[OH-:28].[Na+].[OH:30][N:31]1[C:35](=[O:36])[CH2:34][CH2:33][C:32]1=[O:37].Cl.C(N=C=NCCCN(C)C)C, predict the reaction product. The product is: [O:37]=[C:32]1[CH2:33][CH2:34][C:35](=[O:36])[N:31]1[O:30][C:25](=[O:28])[CH2:24][C@H:20]([NH:19][C:17](=[O:18])[C:16]1[CH:26]=[CH:27][C:13]([C:3]2[C:4]([C:7]3[CH:12]=[CH:11][CH:10]=[CH:9][CH:8]=3)=[N:5][O:6][C:2]=2[CH3:1])=[CH:14][CH:15]=1)[CH3:21]. (5) Given the reactants [Br:1][C:2]1[CH:10]=[C:9]2[C:5]([C:6]([CH:11]([C:17]3[C:18]([CH3:34])=[C:19]([NH:23][C:24](=[O:33])[O:25][CH2:26][C:27]4[CH:32]=[CH:31][CH:30]=[CH:29][CH:28]=4)[CH:20]=[CH:21][CH:22]=3)[CH:12]([N+:14]([O-])=O)[CH3:13])=[CH:7][NH:8]2)=[CH:4][CH:3]=1.[Cl-].[NH4+], predict the reaction product. The product is: [NH2:14][CH:12]([CH3:13])[CH:11]([C:17]1[C:18]([CH3:34])=[C:19]([NH:23][C:24](=[O:33])[O:25][CH2:26][C:27]2[CH:28]=[CH:29][CH:30]=[CH:31][CH:32]=2)[CH:20]=[CH:21][CH:22]=1)[C:6]1[C:5]2[C:9](=[CH:10][C:2]([Br:1])=[CH:3][CH:4]=2)[NH:8][CH:7]=1. (6) The product is: [C:1]([C:3]1[CH:10]=[CH:9][C:6]([CH2:7][N:13]([CH3:12])[CH2:14][CH2:15][C:16]([O:18][C:19]([CH3:21])([CH3:20])[CH3:22])=[O:17])=[C:5]([F:11])[CH:4]=1)#[N:2]. Given the reactants [C:1]([C:3]1[CH:10]=[CH:9][C:6]([CH2:7]Br)=[C:5]([F:11])[CH:4]=1)#[N:2].[CH3:12][NH:13][CH2:14][CH2:15][C:16]([O:18][C:19]([CH3:22])([CH3:21])[CH3:20])=[O:17], predict the reaction product. (7) Given the reactants [NH2:1][NH:2][C:3]([NH2:5])=[S:4].C(O)(=O)C.[C:10]([NH:13][C:14]1[CH:21]=[CH:20][C:17]([CH:18]=O)=[CH:16][C:15]=1[I:22])(=[O:12])[CH3:11], predict the reaction product. The product is: [C:10]([NH:13][C:14]1[CH:21]=[CH:20][C:17]([CH:18]=[N:1][NH:2][C:3]([NH2:5])=[S:4])=[CH:16][C:15]=1[I:22])(=[O:12])[CH3:11].